Dataset: Forward reaction prediction with 1.9M reactions from USPTO patents (1976-2016). Task: Predict the product of the given reaction. (1) Given the reactants [CH3:1][C:2]1[O:3][C:4]([CH2:7][S:8][C:9]2[CH:14]=[CH:13][C:12]([N+:15]([O-])=O)=[CH:11][CH:10]=2)=[N:5][N:6]=1, predict the reaction product. The product is: [CH3:1][C:2]1[O:3][C:4]([CH2:7][S:8][C:9]2[CH:14]=[CH:13][C:12]([NH2:15])=[CH:11][CH:10]=2)=[N:5][N:6]=1. (2) Given the reactants [CH2:1]([Li])[CH2:2]CC.[Si](C#C)(C)(C)C.[C:12]1([C:18]([CH:20]2[CH:25]3[CH2:26][CH2:27][N:22]([CH2:23][CH2:24]3)[CH2:21]2)=[O:19])[CH:17]=[CH:16][CH:15]=[CH:14][CH:13]=1, predict the reaction product. The product is: [C:12]1([C:18]([CH:20]2[CH:25]3[CH2:26][CH2:27][N:22]([CH2:23][CH2:24]3)[CH2:21]2)([OH:19])[C:1]#[CH:2])[CH:13]=[CH:14][CH:15]=[CH:16][CH:17]=1. (3) Given the reactants [CH3:1][O:2][C:3]1[CH:35]=[CH:34][C:6]([CH2:7][N:8]2[C:12]3=[N:13]C=[CH:15][C:16](OC4C=CC(N)=CC=4F)=[C:11]3[C:10]([NH:26][CH:27]3[CH2:32][CH2:31][CH2:30][CH:29]([OH:33])[CH2:28]3)=[N:9]2)=[CH:5][CH:4]=1.FC1C=CC(N2C(=[O:49])C(C(O)=O)=CC=N2)=CC=1.CCN=C=NCCCN(C)C.C1C=CC2N(O)N=NC=2C=1.O, predict the reaction product. The product is: [CH3:1][O:2][C:3]1[CH:35]=[CH:34][C:6]([CH2:7][N:8]2[CH:15]=[CH:16][C:11]([C:12]([NH2:13])=[O:49])=[C:10]([NH:26][CH:27]3[CH2:32][CH2:31][CH2:30][CH:29]([OH:33])[CH2:28]3)[NH:9]2)=[CH:5][CH:4]=1. (4) Given the reactants [CH:1]1([C:7]2[NH:11][C:10](=[O:12])[C:9]3([CH2:17][CH2:16][N:15]([S:18]([CH:21]=[CH2:22])(=[O:20])=[O:19])[CH2:14][CH2:13]3)[N:8]=2)[CH2:6][CH2:5][CH2:4][CH2:3][CH2:2]1.[CH3:23][C:24]1[NH:25][C:26]2[C:31]([CH:32]=1)=[C:30](OS(C(F)(F)F)(=O)=O)[CH:29]=[CH:28][CH:27]=2.C(N(CC)CC)C, predict the reaction product. The product is: [CH:1]1([C:7]2[NH:11][C:10](=[O:12])[C:9]3([CH2:17][CH2:16][N:15]([S:18](/[CH:21]=[CH:22]/[C:30]4[CH:29]=[CH:28][CH:27]=[C:26]5[C:31]=4[CH:32]=[C:24]([CH3:23])[NH:25]5)(=[O:20])=[O:19])[CH2:14][CH2:13]3)[N:8]=2)[CH2:2][CH2:3][CH2:4][CH2:5][CH2:6]1. (5) Given the reactants Cl[S:2]([C:5]1[CH:13]=[CH:12][C:8]([C:9]([OH:11])=[O:10])=[CH:7][CH:6]=1)(=[O:4])=[O:3].[C:14]([O:23][CH3:24])(=[O:22])[C:15]1[C:16](=[CH:18][CH:19]=[CH:20][CH:21]=1)[NH2:17], predict the reaction product. The product is: [C:9]([C:8]1[CH:12]=[CH:13][C:5]([S:2]([NH:17][C:16]2[CH:18]=[CH:19][CH:20]=[CH:21][C:15]=2[C:14]([O:23][CH3:24])=[O:22])(=[O:4])=[O:3])=[CH:6][CH:7]=1)([OH:11])=[O:10]. (6) Given the reactants [Cl:1][C:2]1[CH:3]=[C:4]([N:19]([S:23]([C:26]2[CH:31]=[CH:30][C:29]([Cl:32])=[C:28]([C:33]([F:36])([F:35])[F:34])[CH:27]=2)(=[O:25])=[O:24])COC)[C:5]([C:8]([C:10]2[CH:18]=[CH:17][CH:16]=[CH:15][C:11]=2[C:12]([OH:14])=[O:13])=[O:9])=[N:6][CH:7]=1.O, predict the reaction product. The product is: [Cl:1][C:2]1[CH:3]=[C:4]([NH:19][S:23]([C:26]2[CH:31]=[CH:30][C:29]([Cl:32])=[C:28]([C:33]([F:36])([F:35])[F:34])[CH:27]=2)(=[O:24])=[O:25])[C:5]([C:8]([C:10]2[CH:18]=[CH:17][CH:16]=[CH:15][C:11]=2[C:12]([OH:14])=[O:13])=[O:9])=[N:6][CH:7]=1. (7) Given the reactants [Cl:1][C:2]1[CH:3]=[C:4]2[C:9](=[CH:10][C:11]=1[C:12]([OH:14])=O)[N:8]=[CH:7][N:6]=[C:5]2[NH:15][CH:16]([C:18]1[NH:22][C:21]2[CH:23]=[CH:24][C:25]([Cl:27])=[CH:26][C:20]=2[N:19]=1)[CH3:17].FC1C(OC(N(C)C)=[N+](C)C)=C(F)C(F)=C(F)C=1F.F[P-](F)(F)(F)(F)F.C(N(C(C)C)CC)(C)C.C(OC([NH:70][CH2:71][CH2:72][CH2:73][NH:74][CH2:75][CH3:76])=O)(C)(C)C.FC(F)(F)C(O)=O, predict the reaction product. The product is: [Cl:1][C:2]1[CH:3]=[C:4]2[C:9](=[CH:10][C:11]=1[C:12]([N:74]([CH2:73][CH2:72][CH2:71][NH2:70])[CH2:75][CH3:76])=[O:14])[N:8]=[CH:7][N:6]=[C:5]2[NH:15][CH:16]([C:18]1[NH:22][C:21]2[CH:23]=[CH:24][C:25]([Cl:27])=[CH:26][C:20]=2[N:19]=1)[CH3:17]. (8) Given the reactants Br[C:2]1[CH:10]=[CH:9][CH:8]=[C:7]2[C:3]=1[C:4]1([C:24]3[C:15](=[CH:16][C:17]4[O:22][CH2:21][CH2:20][O:19][C:18]=4[CH:23]=3)[O:14][CH2:13]1)[C:5](=[O:12])[N:6]2[CH3:11].C1(P(C2C=CC=CC=2)CCCP(C2C=CC=CC=2)C2C=CC=CC=2)C=CC=CC=1.C(=O)([O-])[O-].[K+].[K+].[CH:60]([O:62]CCCC)=[CH2:61].Cl.C(=O)([O-])[O-].[Na+].[Na+], predict the reaction product. The product is: [C:60]([C:2]1[CH:10]=[CH:9][CH:8]=[C:7]2[C:3]=1[C:4]1([C:24]3[C:15](=[CH:16][C:17]4[O:22][CH2:21][CH2:20][O:19][C:18]=4[CH:23]=3)[O:14][CH2:13]1)[C:5](=[O:12])[N:6]2[CH3:11])(=[O:62])[CH3:61]. (9) Given the reactants [F:1][C:2]([F:29])([F:28])[C:3]1[CH:4]=[C:5]([C:13]([CH3:27])([CH3:26])[C:14]([N:16]([C:18]2[CH:19]=[N:20][C:21]([Cl:25])=[CH:22][C:23]=2I)[CH3:17])=[O:15])[CH:6]=[C:7]([C:9]([F:12])([F:11])[F:10])[CH:8]=1.[F:30][CH:31]1[CH2:36][CH2:35][CH:34](B(O)O)[CH:33]([CH3:40])[NH:32]1.C(=O)([O-])[O-].[Na+].[Na+], predict the reaction product. The product is: [F:1][C:2]([F:29])([F:28])[C:3]1[CH:4]=[C:5]([C:13]([CH3:27])([CH3:26])[C:14]([N:16]([C:18]2[CH:19]=[N:20][C:21]([Cl:25])=[CH:22][C:23]=2[C:34]2[C:33]([CH3:40])=[N:32][C:31]([F:30])=[CH:36][CH:35]=2)[CH3:17])=[O:15])[CH:6]=[C:7]([C:9]([F:12])([F:11])[F:10])[CH:8]=1. (10) Given the reactants Cl[C:2]1[N:7]=[C:6]([NH:8][CH2:9][CH2:10][CH3:11])[C:5]([C:12]#[C:13][CH2:14][CH2:15][CH2:16][NH:17][C:18](=[O:31])[C@@H:19]([N:21]([CH3:30])[C:22](=[O:29])/[CH:23]=[CH:24]/[CH2:25][N:26]([CH3:28])[CH3:27])[CH3:20])=[CH:4][N:3]=1.[NH2:32][CH2:33][CH2:34][N:35]1[CH2:40][CH2:39][O:38][CH2:37][CH2:36]1.C(=O)([O-])[O-].[Cs+].[Cs+], predict the reaction product. The product is: [CH3:27][N:26]([CH3:28])[CH2:25]/[CH:24]=[CH:23]/[C:22]([N:21]([CH3:30])[C@@H:19]([CH3:20])[C:18]([NH:17][CH2:16][CH2:15][CH2:14][C:13]#[C:12][C:5]1[C:6]([NH:8][CH2:9][CH2:10][CH3:11])=[N:7][C:2]([NH:32][CH2:33][CH2:34][N:35]2[CH2:40][CH2:39][O:38][CH2:37][CH2:36]2)=[N:3][CH:4]=1)=[O:31])=[O:29].